Dataset: Full USPTO retrosynthesis dataset with 1.9M reactions from patents (1976-2016). Task: Predict the reactants needed to synthesize the given product. (1) Given the product [OH:2][C:3]1[CH:4]=[C:5]2[C:10](=[CH:11][CH:12]=1)[C:9](=[O:13])[NH:8][CH2:7][CH2:6]2, predict the reactants needed to synthesize it. The reactants are: C[O:2][C:3]1[CH:4]=[C:5]2[C:10](=[CH:11][CH:12]=1)[C:9](=[O:13])[NH:8][CH2:7][CH2:6]2.B(Br)(Br)Br. (2) The reactants are: [F:1][C:2]1[C:7]2=[N:8][O:9][C:10]([CH3:11])=[C:6]2[CH:5]=[C:4]([C:12]([O:14]C)=[O:13])[C:3]=1[NH:16][C:17]1[CH:22]=[CH:21][C:20]([I:23])=[CH:19][C:18]=1[F:24].[Li+].[OH-]. Given the product [F:1][C:2]1[C:7]2=[N:8][O:9][C:10]([CH3:11])=[C:6]2[CH:5]=[C:4]([C:12]([OH:14])=[O:13])[C:3]=1[NH:16][C:17]1[CH:22]=[CH:21][C:20]([I:23])=[CH:19][C:18]=1[F:24], predict the reactants needed to synthesize it. (3) Given the product [CH2:1]([O:3][C:4]([C:6]1[CH:15]=[CH:14][C:13]2[C:8](=[CH:9][CH:10]=[C:11]([O:16][CH:42]3[CH2:43][CH2:44][N:39]([CH:36]([CH3:38])[CH3:37])[CH2:40][CH2:41]3)[CH:12]=2)[N:7]=1)=[O:5])[CH3:2], predict the reactants needed to synthesize it. The reactants are: [CH2:1]([O:3][C:4]([C:6]1[CH:15]=[CH:14][C:13]2[C:8](=[CH:9][CH:10]=[C:11]([OH:16])[CH:12]=2)[N:7]=1)=[O:5])[CH3:2].C1(P(C2C=CC=CC=2)C2C=CC=CC=2)C=CC=CC=1.[CH:36]([N:39]1[CH2:44][CH2:43][CH:42](O)[CH2:41][CH2:40]1)([CH3:38])[CH3:37]. (4) The reactants are: [F:1][C:2]([F:16])([F:15])[C:3]([C:5]1[S:9][C:8]([C:10]([O:12]CC)=[O:11])=[CH:7][CH:6]=1)=[O:4].[Li+].[OH-]. Given the product [F:16][C:2]([F:1])([F:15])[C:3]([C:5]1[S:9][C:8]([C:10]([OH:12])=[O:11])=[CH:7][CH:6]=1)=[O:4], predict the reactants needed to synthesize it. (5) Given the product [Cl:10][CH2:20][CH2:21][C:16]1[C:17](=[O:18])[N:3]2[CH:4]=[CH:5][CH:6]=[CH:7][C:2]2=[N:1][C:13]=1[CH3:14], predict the reactants needed to synthesize it. The reactants are: [NH2:1][C:2]1[CH:7]=[CH:6][CH:5]=[CH:4][N:3]=1.P(Cl)(Cl)([Cl:10])=O.[C:13]([CH:16]1[CH2:21][CH2:20]O[C:17]1=[O:18])(=O)[CH3:14].